Predict the product of the given reaction. From a dataset of Forward reaction prediction with 1.9M reactions from USPTO patents (1976-2016). (1) Given the reactants [NH2:1][C:2]1[N:7]=[C:6](OS(C(F)(F)F)(=O)=O)[C:5]([C:16]#[N:17])=[C:4]([S:18][CH2:19][CH2:20][C:21]2[CH:26]=[CH:25][CH:24]=[CH:23][N:22]=2)[N:3]=1.C([Sn](CCCC)(CCCC)[C:32]1[O:33][CH2:34][CH2:35][CH:36]=1)CCC, predict the reaction product. The product is: [NH2:1][C:2]1[N:7]=[C:6]([C:32]2[O:33][CH2:34][CH2:35][CH:36]=2)[C:5]([C:16]#[N:17])=[C:4]([S:18][CH2:19][CH2:20][C:21]2[CH:26]=[CH:25][CH:24]=[CH:23][N:22]=2)[N:3]=1. (2) Given the reactants [CH3:1][C:2]1[CH:3]=[N:4][CH:5]=[CH:6][C:7]=1[C:8]([OH:10])=O.CN(C(ON1N=NC2C=CC=NC1=2)=[N+](C)C)C.F[P-](F)(F)(F)(F)F.[F:35][C:36]([F:59])([F:58])[C:37]1[CH:42]=[CH:41][C:40]([CH:43]2[CH2:48][NH:47][CH2:46][CH:45]([NH:49][C:50](=[O:57])[C:51]3[CH:56]=[CH:55][CH:54]=[CH:53][CH:52]=3)[CH2:44]2)=[CH:39][CH:38]=1, predict the reaction product. The product is: [CH3:1][C:2]1[CH:3]=[N:4][CH:5]=[CH:6][C:7]=1[C:8]([N:47]1[CH2:48][CH:43]([C:40]2[CH:39]=[CH:38][C:37]([C:36]([F:59])([F:58])[F:35])=[CH:42][CH:41]=2)[CH2:44][CH:45]([NH:49][C:50]([C:51]2[CH:52]=[CH:53][CH:54]=[CH:55][CH:56]=2)=[O:57])[CH2:46]1)=[O:10]. (3) Given the reactants Br[C:2]1[CH:10]=[CH:9][CH:8]=[C:7]2[C:3]=1[C:4]1([C:22]3[C:13](=[CH:14][C:15]4[O:20][CH2:19][CH2:18][O:17][C:16]=4[CH:21]=3)[O:12][CH2:11]1)[CH2:5][NH:6]2.C([Li])(C)(C)C.B(OC)(OC)[O:29]C.OO.[OH2:37], predict the reaction product. The product is: [OH:37][C:2]1[CH:10]=[CH:9][CH:8]=[C:7]2[C:3]=1[C:4]1([C:22]3[C:13](=[CH:14][C:15]4[O:20][CH2:19][CH2:18][O:17][C:16]=4[CH:21]=3)[O:12][CH2:11]1)[C:5](=[O:29])[NH:6]2. (4) Given the reactants [NH2:1][C:2]1[NH:6][N:5]=[C:4]([NH:7][C:8]2[CH:16]=[CH:15][C:11]([C:12]([OH:14])=[O:13])=[CH:10][CH:9]=2)[C:3]=1[C:17](=[O:19])[NH2:18].[OH:20][C:21]1[CH:28]=[CH:27][C:24]([CH:25]=O)=[CH:23][CH:22]=1, predict the reaction product. The product is: [C:17]([C:3]1[C:4]([NH:7][C:8]2[CH:16]=[CH:15][C:11]([C:12]([OH:14])=[O:13])=[CH:10][CH:9]=2)=[N:5][NH:6][C:2]=1[N:1]=[CH:25][C:24]1[CH:27]=[CH:28][C:21]([OH:20])=[CH:22][CH:23]=1)(=[O:19])[NH2:18]. (5) Given the reactants [CH:1]1([NH:6][C:7]2[N:12]=[C:11]([C:13]3[C:14]([CH:22]([C:24]4[CH:29]=[CH:28][CH:27]=[CH:26][CH:25]=4)[OH:23])=[N:15][N:16]4[CH:21]=[CH:20][CH:19]=[CH:18][C:17]=34)[CH:10]=[CH:9][N:8]=2)[CH2:5][CH2:4][CH2:3][CH2:2]1, predict the reaction product. The product is: [CH:1]1([NH:6][C:7]2[N:12]=[C:11]([C:13]3[C:14]([C:22]([C:24]4[CH:25]=[CH:26][CH:27]=[CH:28][CH:29]=4)=[O:23])=[N:15][N:16]4[CH:21]=[CH:20][CH:19]=[CH:18][C:17]=34)[CH:10]=[CH:9][N:8]=2)[CH2:2][CH2:3][CH2:4][CH2:5]1. (6) Given the reactants [O:1]=[C:2]([C:9]1[CH:14]=[CH:13][CH:12]=[CH:11][CH:10]=1)[CH2:3][C:4]([O:6][CH2:7][CH3:8])=[O:5].[CH2:15]([O:17][CH:18](OCC)OCC)[CH3:16], predict the reaction product. The product is: [C:2](/[C:3](=[CH:18]\[O:17][CH2:15][CH3:16])/[C:4]([O:6][CH2:7][CH3:8])=[O:5])(=[O:1])[C:9]1[CH:14]=[CH:13][CH:12]=[CH:11][CH:10]=1.